Predict the reaction yield, written as a fraction of the theoretical maximum amount of product (1.0 means a 100% yield; for example, 0.34 means a 34% yield). From a dataset of Reaction yield outcomes from USPTO patents with 853,638 reactions. The product is [CH3:20][O:21][C:22](=[O:35])[CH:23]([NH:24][C:25]([O:27][C:28]([CH3:31])([CH3:30])[CH3:29])=[O:26])[CH2:32][CH2:33][Br:37]. The catalyst is C(Cl)Cl. The yield is 0.200. The reactants are C1(P(C2C=CC=CC=2)C2C=CC=CC=2)C=CC=CC=1.[CH3:20][O:21][C:22](=[O:35])[C@H:23]([CH2:32][CH2:33]O)[NH:24][C:25]([O:27][C:28]([CH3:31])([CH3:30])[CH3:29])=[O:26].C(Br)(Br)(Br)[Br:37].